This data is from Forward reaction prediction with 1.9M reactions from USPTO patents (1976-2016). The task is: Predict the product of the given reaction. (1) Given the reactants [Cl:1][CH2:2][C:3](=O)[CH2:4]C(OCC)=O.[C:11]([OH:14])(=[O:13])[CH3:12].[CH2:15]([NH2:17])[CH3:16].[C:18]1(C)C=CC=C[CH:19]=1, predict the reaction product. The product is: [Cl:1][CH2:2][C:3]([NH:17][CH2:15][CH3:16])=[CH:4][CH2:12][C:11]([O:14][CH2:18][CH3:19])=[O:13]. (2) Given the reactants [Cl:1][C:2]1[CH:7]=[CH:6][C:5]([C:8]2[CH:9]=[C:10]([CH3:20])[C:11]3[N:12]([C:14]([C:17]([OH:19])=O)=[CH:15][N:16]=3)[CH:13]=2)=[CH:4][CH:3]=1.O[NH:22][C:23](=[NH:34])[C:24]1[CH:29]=[CH:28][CH:27]=[C:26]([S:30](=[O:33])(=[O:32])[NH2:31])[CH:25]=1, predict the reaction product. The product is: [Cl:1][C:2]1[CH:3]=[CH:4][C:5]([C:8]2[CH:9]=[C:10]([CH3:20])[C:11]3[N:12]([C:14]([C:17]4[O:19][N:34]=[C:23]([C:24]5[CH:25]=[C:26]([S:30]([NH2:31])(=[O:32])=[O:33])[CH:27]=[CH:28][CH:29]=5)[N:22]=4)=[CH:15][N:16]=3)[CH:13]=2)=[CH:6][CH:7]=1. (3) Given the reactants [C:1]([N:4]1[C:12]2[C:7](=[CH:8][C:9]([C:13](=[O:15])[CH3:14])=[CH:10][CH:11]=2)[CH2:6][C:5]1=[O:16])(=[O:3])[CH3:2].[C:17](O)(=[O:27])[C:18]1[CH:26]=[CH:25][C:24]2[O:23][CH2:22][O:21][C:20]=2[CH:19]=1, predict the reaction product. The product is: [C:1]([N:4]1[C:12]2[C:7](=[CH:8][C:9]([C:13](=[O:15])[CH3:14])=[CH:10][CH:11]=2)[C:6](=[C:17]([C:18]2[CH:26]=[CH:25][C:24]3[O:23][CH2:22][O:21][C:20]=3[CH:19]=2)[OH:27])[C:5]1=[O:16])(=[O:3])[CH3:2]. (4) Given the reactants [NH2:1][C:2]1[CH:3]=[C:4]([C:8]2[S:12][C:11]([C:13]([CH3:16])([CH3:15])[CH3:14])=[N:10][C:9]=2[C:17]2[CH:22]=[CH:21][N:20]=[C:19]([NH2:23])[N:18]=2)[CH:5]=[CH:6][CH:7]=1.[N:24]([C:27]1[CH:32]=[CH:31][C:30]([C:33]([F:36])([F:35])[F:34])=[CH:29][CH:28]=1)=[C:25]=[O:26], predict the reaction product. The product is: [NH2:23][C:19]1[N:18]=[C:17]([C:9]2[N:10]=[C:11]([C:13]([CH3:16])([CH3:15])[CH3:14])[S:12][C:8]=2[C:4]2[CH:3]=[C:2]([NH:1][C:25]([NH:24][C:27]3[CH:28]=[CH:29][C:30]([C:33]([F:34])([F:35])[F:36])=[CH:31][CH:32]=3)=[O:26])[CH:7]=[CH:6][CH:5]=2)[CH:22]=[CH:21][N:20]=1. (5) Given the reactants [Si]([O:8][CH2:9][CH2:10][N:11]([CH:42]([CH3:44])[CH3:43])[C:12]([C:14]1[C:19]([O:20][CH2:21][C:22]2[CH:27]=[CH:26][CH:25]=[CH:24][CH:23]=2)=[C:18]([OH:28])[N:17]=[C:16]([CH2:29][C:30]2[C:35]([C:36]3[CH:41]=[CH:40][CH:39]=[CH:38][CH:37]=3)=[CH:34][CH:33]=[CH:32][N:31]=2)[N:15]=1)=[O:13])(C(C)(C)C)(C)C.[Si](OCCN(C)C(C1C(OCC2C=CC=CC=2)=C(O)N=C(CC2C=CC=CC=2C2C=CC=CC=2)N=1)=O)(C(C)(C)C)(C)C.CO, predict the reaction product. The product is: [OH:8][CH2:9][CH2:10][N:11]([CH:42]([CH3:44])[CH3:43])[C:12]([C:14]1[C:19]([O:20][CH2:21][C:22]2[CH:23]=[CH:24][CH:25]=[CH:26][CH:27]=2)=[C:18]([OH:28])[N:17]=[C:16]([CH2:29][C:30]2[C:35]([C:36]3[CH:37]=[CH:38][CH:39]=[CH:40][CH:41]=3)=[CH:34][CH:33]=[CH:32][N:31]=2)[N:15]=1)=[O:13]. (6) Given the reactants [CH3:1][N:2]([CH2:4][CH:5]([C:14]1([OH:20])[CH2:19][CH2:18][CH2:17][CH2:16][CH2:15]1)[C:6]1[CH:7]=[CH:8][C:9]([O:12]C)=[CH:10][CH:11]=1)[CH3:3].[C-]#N.[Na+].O.CC(C)=O, predict the reaction product. The product is: [CH3:1][N:2]([CH2:4][CH:5]([C:14]1([OH:20])[CH2:19][CH2:18][CH2:17][CH2:16][CH2:15]1)[C:6]1[CH:7]=[CH:8][C:9]([OH:12])=[CH:10][CH:11]=1)[CH3:3]. (7) Given the reactants C(O[C@@H:9]1[C@@H:14]([O:15][CH2:16][C:17]2[CH:22]=[CH:21][CH:20]=[CH:19][CH:18]=2)[C@H:13]([O:23][CH2:24][C:25]2[CH:30]=[CH:29][CH:28]=[CH:27][CH:26]=2)[C@@H:12]([CH2:31][O:32][CH2:33][C:34]2[CH:39]=[CH:38][CH:37]=[CH:36][CH:35]=2)[O:11][C@@H:10]1[CH:40]=[CH:41]C)C1C=CC=CC=1.[CH2:43]([OH:47])[CH2:44][CH2:45][CH3:46].[CH3:48][C:49]([CH3:51])=O.[OH2:52], predict the reaction product. The product is: [CH2:43]([O:47][C@@H:9]1[C@@H:14]([O:15][CH2:16][C:17]2[CH:18]=[CH:19][CH:20]=[CH:21][CH:22]=2)[C@H:13]([O:23][CH2:24][C:25]2[CH:26]=[CH:27][CH:28]=[CH:29][CH:30]=2)[C@@H:12]([CH2:31][O:32][CH2:33][C:34]2[CH:35]=[CH:36][CH:37]=[CH:38][CH:39]=2)[O:11][C@@H:10]1[CH2:40][CH:41]=[O:52])[C:44]1[CH:51]=[CH:49][CH:48]=[CH:46][CH:45]=1.